Dataset: Forward reaction prediction with 1.9M reactions from USPTO patents (1976-2016). Task: Predict the product of the given reaction. Given the reactants Cl[C:2]1[C:3]2[N:4]([C:12]([CH2:16][CH2:17][CH3:18])=[N:13][C:14]=2[CH3:15])[C:5]2[C:10]([N:11]=1)=[CH:9][CH:8]=[CH:7][CH:6]=2.C[Mg+].[Br-].[CH2:22](OCC)C.O, predict the reaction product. The product is: [CH3:15][C:14]1[N:13]=[C:12]([CH2:16][CH2:17][CH3:18])[N:4]2[C:5]3[C:10](=[CH:9][CH:8]=[CH:7][CH:6]=3)[N:11]=[C:2]([CH3:22])[C:3]=12.